Dataset: Full USPTO retrosynthesis dataset with 1.9M reactions from patents (1976-2016). Task: Predict the reactants needed to synthesize the given product. (1) Given the product [O:4]1[C:12]2[CH:11]=[CH:10][N:9]=[C:8]([N:13]3[CH2:18][CH2:17][N:16]([CH2:19][CH2:20][C@H:21]4[CH2:26][CH2:25][C@H:24]([NH:27][C:32]([CH:30]5[CH2:31][C:29]5([F:35])[F:28])=[O:33])[CH2:23][CH2:22]4)[CH2:15][CH2:14]3)[C:7]=2[CH2:6][CH2:5]1, predict the reactants needed to synthesize it. The reactants are: Cl.Cl.Cl.[O:4]1[C:12]2[CH:11]=[CH:10][N:9]=[C:8]([N:13]3[CH2:18][CH2:17][N:16]([CH2:19][CH2:20][C@H:21]4[CH2:26][CH2:25][C@H:24]([NH2:27])[CH2:23][CH2:22]4)[CH2:15][CH2:14]3)[C:7]=2[CH2:6][CH2:5]1.[F:28][C:29]1([F:35])[CH2:31][CH:30]1[C:32](O)=[O:33]. (2) Given the product [Br:18][C:19]1[CH:20]=[C:21]2[C:26](=[CH:27][CH:28]=1)[CH:25]=[C:24]([C:12]1[C:11]3[C:6]([C:5]4[CH:4]=[CH:3][CH:2]=[CH:1][C:14]=4[CH:13]=1)=[CH:7][CH:8]=[CH:9][CH:10]=3)[CH:23]=[CH:22]2, predict the reactants needed to synthesize it. The reactants are: [CH:1]1[C:14]2[CH:13]=[C:12](B(O)O)[C:11]3[C:6](=[CH:7][CH:8]=[CH:9][CH:10]=3)[C:5]=2[CH:4]=[CH:3][CH:2]=1.[Br:18][C:19]1[CH:28]=[CH:27][C:26]2[C:21](=[CH:22][CH:23]=[C:24](Br)[CH:25]=2)[CH:20]=1.C(=O)([O-])[O-].[Na+].[Na+]. (3) Given the product [CH:1]1([N:4]([CH2:5][C:6]2[CH:11]=[CH:10][CH:9]=[C:8]([I:12])[CH:7]=2)[CH3:13])[CH2:3][CH2:2]1, predict the reactants needed to synthesize it. The reactants are: [CH:1]1([NH:4][CH2:5][C:6]2[CH:11]=[CH:10][CH:9]=[C:8]([I:12])[CH:7]=2)[CH2:3][CH2:2]1.[C:13](=O)([O-])[O-].[K+].[K+].CI.C(OCC)C. (4) Given the product [F:1][C:2]1[CH:7]=[CH:6][C:5]([C:8]2[CH:13]=[CH:12][CH:11]=[C:10]([F:14])[CH:9]=2)=[CH:4][C:3]=1[CH2:15][NH:16][C:17]1[CH:18]=[C:19]([CH:27]=[CH:28][CH:29]=1)[O:20][CH2:21][C:22]([OH:24])=[O:23], predict the reactants needed to synthesize it. The reactants are: [F:1][C:2]1[CH:7]=[CH:6][C:5]([C:8]2[CH:13]=[CH:12][CH:11]=[C:10]([F:14])[CH:9]=2)=[CH:4][C:3]=1[CH2:15][NH:16][C:17]1[CH:18]=[C:19]([CH:27]=[CH:28][CH:29]=1)[O:20][CH2:21][C:22]([O:24]CC)=[O:23].O[Li].O.Cl. (5) Given the product [CH3:31][O:30][CH2:29][C@H:28]([CH3:32])[O:27][C:25]1[CH:24]=[C:14]([CH:13]=[C:12]([O:11][C:10]2[CH:33]=[CH:34][C:7]([C:5]3[CH:4]=[CH:3][NH:2][N:37]=3)=[CH:8][CH:9]=2)[CH:26]=1)[C:15]([NH:17][C:18]1[CH:22]=[CH:21][N:20]([CH3:23])[N:19]=1)=[O:16], predict the reactants needed to synthesize it. The reactants are: C[N:2](C)/[CH:3]=[CH:4]/[C:5]([C:7]1[CH:34]=[CH:33][C:10]([O:11][C:12]2[CH:13]=[C:14]([CH:24]=[C:25]([O:27][C@@H:28]([CH3:32])[CH2:29][O:30][CH3:31])[CH:26]=2)[C:15]([NH:17][C:18]2[CH:22]=[CH:21][N:20]([CH3:23])[N:19]=2)=[O:16])=[CH:9][CH:8]=1)=O.O.[NH2:37]N.